Predict the reactants needed to synthesize the given product. From a dataset of Full USPTO retrosynthesis dataset with 1.9M reactions from patents (1976-2016). (1) The reactants are: [CH:1]1([CH:6]=O)[CH2:5][CH2:4][CH2:3][CH2:2]1.[F:8][C:9]([F:45])([F:44])[C:10]1[CH:11]=[C:12]([CH:37]=[C:38]([C:40]([F:43])([F:42])[F:41])[CH:39]=1)[CH2:13][N:14]([C:31]1[N:32]=[N:33][N:34]([CH3:36])[N:35]=1)[C@H:15]1[CH2:21][CH2:20][CH2:19][NH:18][C:17]2[CH:22]=[C:23]([C:27]([F:30])([F:29])[F:28])[C:24]([CH3:26])=[CH:25][C:16]1=2.C(O[BH-](OC(=O)C)OC(=O)C)(=O)C.[Na+]. Given the product [F:45][C:9]([F:8])([F:44])[C:10]1[CH:11]=[C:12]([CH:37]=[C:38]([C:40]([F:43])([F:41])[F:42])[CH:39]=1)[CH2:13][N:14]([C@H:15]1[CH2:21][CH2:20][CH2:19][N:18]([CH2:6][CH:1]2[CH2:5][CH2:4][CH2:3][CH2:2]2)[C:17]2[CH:22]=[C:23]([C:27]([F:28])([F:29])[F:30])[C:24]([CH3:26])=[CH:25][C:16]1=2)[C:31]1[N:32]=[N:33][N:34]([CH3:36])[N:35]=1, predict the reactants needed to synthesize it. (2) Given the product [NH2:5][CH2:4][CH2:3][C:2]([C:7]1[CH:12]=[CH:11][CH:10]=[CH:9][CH:8]=1)([OH:1])[CH3:6], predict the reactants needed to synthesize it. The reactants are: [OH:1][C:2]([C:7]1[CH:12]=[CH:11][CH:10]=[CH:9][CH:8]=1)([CH3:6])[CH2:3][C:4]#[N:5].S(C)C. (3) Given the product [I:26][C:27]1[C:28]([CH3:37])=[N:29][N:30]([CH2:33][C:34]([N:23]2[CH2:24][CH2:25][CH:20]([C:18]3[N:19]=[C:15]([C:7]4[CH:8]=[C:9]([C:11]([CH3:14])([CH3:13])[CH3:12])[CH:10]=[C:5]([C:1]([CH3:2])([CH3:3])[CH3:4])[CH:6]=4)[S:16][CH:17]=3)[CH2:21][CH2:22]2)=[O:35])[C:31]=1[CH3:32], predict the reactants needed to synthesize it. The reactants are: [C:1]([C:5]1[CH:6]=[C:7]([C:15]2[S:16][CH:17]=[C:18]([CH:20]3[CH2:25][CH2:24][NH:23][CH2:22][CH2:21]3)[N:19]=2)[CH:8]=[C:9]([C:11]([CH3:14])([CH3:13])[CH3:12])[CH:10]=1)([CH3:4])([CH3:3])[CH3:2].[I:26][C:27]1[C:28]([CH3:37])=[N:29][N:30]([CH2:33][C:34](O)=[O:35])[C:31]=1[CH3:32]. (4) Given the product [C:28]([O:27][C:25]([C:22]1[CH:23]=[CH:24][C:19]([O:18][C:3]2[C:2]([CH:62]3[CH2:64][CH2:63]3)=[C:11]3[C:6]([CH:7]([C:12]([O:14][CH2:15][CH3:16])=[O:13])[CH2:8][CH2:9][O:10]3)=[CH:5][C:4]=2[CH:60]2[CH2:61][CH2:56]2)=[C:20]([N+:32]([O-:34])=[O:33])[CH:21]=1)=[O:26])([CH3:31])([CH3:30])[CH3:29], predict the reactants needed to synthesize it. The reactants are: Br[C:2]1[C:3]([O:18][C:19]2[CH:24]=[CH:23][C:22]([C:25]([O:27][C:28]([CH3:31])([CH3:30])[CH3:29])=[O:26])=[CH:21][C:20]=2[N+:32]([O-:34])=[O:33])=[C:4](Cl)[CH:5]=[C:6]2[C:11]=1[O:10][CH2:9][CH2:8][CH:7]2[C:12]([O:14][CH2:15][CH3:16])=[O:13].P([O-])([O-])([O-])=O.[K+].[K+].[K+].C1(P([CH:56]2[CH2:61][CH2:60]CCC2)C2CCCCC2)CCCCC1.[CH:62]1(B(O)O)[CH2:64][CH2:63]1. (5) Given the product [Cl:16][C:17]1[C:18]([C:2]2[CH:7]=[N:6][CH:5]=[C:4]([NH:8][CH2:9][CH:10]3[CH2:15][CH2:14][O:13][CH2:12][CH2:11]3)[CH:3]=2)=[CH:19][C:20]([F:23])=[N:21][CH:22]=1, predict the reactants needed to synthesize it. The reactants are: Br[C:2]1[CH:3]=[C:4]([NH:8][CH2:9][CH:10]2[CH2:15][CH2:14][O:13][CH2:12][CH2:11]2)[CH:5]=[N:6][CH:7]=1.[Cl:16][C:17]1[C:18](B(O)O)=[CH:19][C:20]([F:23])=[N:21][CH:22]=1.C(=O)([O-])[O-].[Na+].[Na+].